From a dataset of Reaction yield outcomes from USPTO patents with 853,638 reactions. Predict the reaction yield, written as a fraction of the theoretical maximum amount of product (1.0 means a 100% yield; for example, 0.34 means a 34% yield). (1) The reactants are [NH2:1][C:2]1[CH:3]=[CH:4][C:5]([O:18][CH3:19])=[C:6]([NH:8][C:9](=[O:17])[CH2:10][N:11]2[CH2:16][CH2:15][O:14][CH2:13][CH2:12]2)[CH:7]=1.[Br:20][C:21]1[CH:29]=[CH:28][C:24]([C:25](O)=[O:26])=[CH:23][C:22]=1[F:30].C(N(CC)C(C)C)(C)C.F[P-](F)(F)(F)(F)F.N1(O[P+](N2CCCC2)(N2CCCC2)N2CCCC2)C2C=CC=CC=2N=N1. The catalyst is CN(C=O)C.O. The product is [Br:20][C:21]1[CH:29]=[CH:28][C:24]([C:25]([NH:1][C:2]2[CH:3]=[CH:4][C:5]([O:18][CH3:19])=[C:6]([NH:8][C:9](=[O:17])[CH2:10][N:11]3[CH2:16][CH2:15][O:14][CH2:13][CH2:12]3)[CH:7]=2)=[O:26])=[CH:23][C:22]=1[F:30]. The yield is 0.910. (2) The reactants are [N:1]1([CH2:7][C:8]2[CH:13]=[CH:12][C:11]([N:14]3[CH2:19][CH2:18][N:17]([C:20]4[CH:28]=[CH:27][C:23]([C:24]([OH:26])=O)=[CH:22][CH:21]=4)[CH2:16][CH2:15]3)=[CH:10][CH:9]=2)[CH2:6][CH2:5][O:4][CH2:3][CH2:2]1.CN(C(ON1N=NC2C=CC=NC1=2)=[N+](C)C)C.F[P-](F)(F)(F)(F)F.CCN(C(C)C)C(C)C.[NH2:62][C@H:63]([C:67]([O:69][CH3:70])=[O:68])[C@@H:64]([CH3:66])[OH:65].Cl. The catalyst is CN(C=O)C.CCOC(C)=O. The product is [CH3:70][O:69][C:67](=[O:68])[C@@H:63]([NH:62][C:24](=[O:26])[C:23]1[CH:22]=[CH:21][C:20]([N:17]2[CH2:16][CH2:15][N:14]([C:11]3[CH:10]=[CH:9][C:8]([CH2:7][N:1]4[CH2:2][CH2:3][O:4][CH2:5][CH2:6]4)=[CH:13][CH:12]=3)[CH2:19][CH2:18]2)=[CH:28][CH:27]=1)[C@H:64]([OH:65])[CH3:66]. The yield is 0.990. (3) The reactants are I[C:2]1[C:6]([CH2:7][N:8]([CH3:19])[CH2:9][CH2:10][NH:11][C:12](=[O:18])[O:13][C:14]([CH3:17])([CH3:16])[CH3:15])=[CH:5][N:4]([CH:20]2[CH2:25][CH2:24][CH2:23][CH2:22][O:21]2)[N:3]=1.[O-]P([O-])([O-])=O.[K+].[K+].[K+].[CH3:34][N:35]1[C:43]2[C:38](=[CH:39][CH:40]=[C:41](B(O)O)[CH:42]=2)[CH:37]=[N:36]1.C(Cl)Cl. The catalyst is COCCOC.C1C=CC(P(C2C=CC=CC=2)[C-]2C=CC=C2)=CC=1.C1C=CC(P(C2C=CC=CC=2)[C-]2C=CC=C2)=CC=1.Cl[Pd]Cl.[Fe+2].CC#N.O. The product is [CH3:19][N:8]([CH2:7][C:6]1[C:2]([C:41]2[CH:42]=[C:43]3[C:38]([CH:37]=[N:36][N:35]3[CH3:34])=[CH:39][CH:40]=2)=[N:3][N:4]([CH:20]2[CH2:25][CH2:24][CH2:23][CH2:22][O:21]2)[CH:5]=1)[CH2:9][CH2:10][NH:11][C:12](=[O:18])[O:13][C:14]([CH3:17])([CH3:16])[CH3:15]. The yield is 0.250. (4) The reactants are CCN(C(C)C)C(C)C.[N:10]1[C:15]2[NH:16][C@@H:17]3[CH2:22][N:21]([C:14]=2[CH:13]=[CH:12][C:11]=1[C:23]1[CH:24]=[C:25]([CH:28]=[CH:29][CH:30]=1)[C:26]#[N:27])[CH2:20][CH2:19][CH2:18]3.ClC(Cl)(O[C:35](=[O:41])OC(Cl)(Cl)Cl)Cl.[NH2:43][C:44]1[CH:45]=[N:46][CH:47]=[CH:48][CH:49]=1. The catalyst is C1COCC1.CO. The product is [C:26]([C:25]1[CH:24]=[C:23]([C:11]2[CH:12]=[CH:13][C:14]3[N:21]4[CH2:22][C@H:17]([CH2:18][CH2:19][CH2:20]4)[N:16]([C:35]([NH:43][C:44]4[CH:45]=[N:46][CH:47]=[CH:48][CH:49]=4)=[O:41])[C:15]=3[N:10]=2)[CH:30]=[CH:29][CH:28]=1)#[N:27]. The yield is 0.610. (5) The reactants are [NH2:1][C:2]1[NH:6][N:5]=[C:4](C(O)=O)[N:3]=1.[CH3:10][C:11]([CH2:13][C:14]([C:16]([O:18][CH3:19])=[O:17])=O)=O. The catalyst is CC(O)=O. The product is [CH3:19][O:18][C:16]([C:14]1[N:6]2[N:5]=[CH:4][N:3]=[C:2]2[N:1]=[C:11]([CH3:10])[CH:13]=1)=[O:17]. The yield is 0.490.